From a dataset of Reaction yield outcomes from USPTO patents with 853,638 reactions. Predict the reaction yield, written as a fraction of the theoretical maximum amount of product (1.0 means a 100% yield; for example, 0.34 means a 34% yield). (1) The reactants are [C:1]([C:3]1[CH:4]=[C:5]([CH:9]=[CH:10][CH:11]=1)[C:6](O)=[O:7])#[CH:2].Cl.[CH3:13][O:14][NH2:15]. No catalyst specified. The product is [C:1]([C:3]1[CH:4]=[C:5]([CH:9]=[CH:10][CH:11]=1)[C:6]([NH:15][O:14][CH3:13])=[O:7])#[CH:2]. The yield is 0.610. (2) The reactants are [CH2:1]([OH:4])[CH2:2][OH:3].[H-].[Na+].F[C:8]1[CH:17]=[CH:16][CH:15]=[C:14]2[C:9]=1[CH:10]=[N:11][C:12]([CH3:18])=[N:13]2. The catalyst is CN(C)C=O. The product is [CH3:18][C:12]1[N:11]=[CH:10][C:9]2[C:14](=[CH:15][CH:16]=[CH:17][C:8]=2[O:3][CH2:2][CH2:1][OH:4])[N:13]=1. The yield is 0.100. (3) The reactants are [CH3:1][C@H:2]1[CH2:8][C:7](=[O:9])[C@@:4]2([O:6][CH2:5]2)[C:3]21[CH2:15][CH2:14][CH2:13][CH2:12][CH2:11][CH2:10]2.[H-].[Al+3].[Li+].[H-].[H-].[H-]. The catalyst is CCOCC. The product is [CH3:5][C@@:4]1([OH:6])[C:3]2([CH2:15][CH2:14][CH2:13][CH2:12][CH2:11][CH2:10]2)[C@@H:2]([CH3:1])[CH2:8][C@@H:7]1[OH:9]. The yield is 0.760. (4) The reactants are [CH3:1][O:2][C:3](=[O:16])[CH2:4][S:5][CH:6]([CH3:15])[CH2:7][C:8]([O:10]C(C)(C)C)=[O:9].FC(F)(F)C(O)=O. The catalyst is ClCCl. The product is [CH3:1][O:2][C:3](=[O:16])[CH2:4][S:5][CH:6]([CH3:15])[CH2:7][C:8]([OH:10])=[O:9]. The yield is 0.850. (5) The reactants are [Br:1][C:2]1[C:10]2[C:5](=[CH:6][CH:7]=[C:8]([NH:11][C:12](=[O:17])[CH2:13][C:14](=O)[CH3:15])[CH:9]=2)[NH:4][N:3]=1.[F:18][C:19]1[CH:26]=[CH:25][C:22]([CH:23]=O)=[CH:21][CH:20]=1.[NH2:27][C:28]([NH2:30])=[O:29].[O-]S(C(F)(F)F)(=O)=O.[Yb+3].[O-]S(C(F)(F)F)(=O)=O.[O-]S(C(F)(F)F)(=O)=O. The catalyst is CC#N. The product is [Br:1][C:2]1[C:10]2[C:5](=[CH:6][CH:7]=[C:8]([NH:11][C:12]([C:13]3[CH:23]([C:22]4[CH:25]=[CH:26][C:19]([F:18])=[CH:20][CH:21]=4)[NH:27][C:28](=[O:29])[NH:30][C:14]=3[CH3:15])=[O:17])[CH:9]=2)[NH:4][N:3]=1. The yield is 0.0800. (6) The reactants are [F:1][C:2]1[CH:3]=[C:4]([CH:9]2[CH2:14][C:13](=[O:15])[CH2:12][CH2:11][N:10]2[C:16]([N:18]2[CH2:24][C:23]3[CH:25]=[C:26]([C:29]4[CH:30]=[CH:31][C:32]5[N:36]=[C:35]([NH:37]C(=O)OCC6C=CC=CC=6)[NH:34][C:33]=5[CH:48]=4)[CH:27]=[CH:28][C:22]=3[O:21][CH2:20][CH2:19]2)=[O:17])[CH:5]=[CH:6][C:7]=1[F:8]. The catalyst is C(O)(=O)C.[Pd]. The product is [NH2:37][C:35]1[NH:34][C:33]2[CH:48]=[C:29]([C:26]3[CH:27]=[CH:28][C:22]4[O:21][CH2:20][CH2:19][N:18]([C:16]([N:10]5[CH2:11][CH2:12][C:13](=[O:15])[CH2:14][CH:9]5[C:4]5[CH:5]=[CH:6][C:7]([F:8])=[C:2]([F:1])[CH:3]=5)=[O:17])[CH2:24][C:23]=4[CH:25]=3)[CH:30]=[CH:31][C:32]=2[N:36]=1. The yield is 0.0800. (7) The reactants are [Cl:1][C:2]1[CH:7]=[CH:6][N:5]=[C:4]2[CH:8]=[C:9]([C:11]([O-:13])=O)[S:10][C:3]=12.[Li+].S(Cl)(Cl)=O.[NH:19]1[CH2:22][CH2:21][CH2:20]1. No catalyst specified. The product is [N:19]1([C:11]([C:9]2[S:10][C:3]3[C:4](=[N:5][CH:6]=[CH:7][C:2]=3[Cl:1])[CH:8]=2)=[O:13])[CH2:22][CH2:21][CH2:20]1. The yield is 0.830.